From a dataset of Full USPTO retrosynthesis dataset with 1.9M reactions from patents (1976-2016). Predict the reactants needed to synthesize the given product. (1) Given the product [CH:15]12[CH2:20][CH:18]([CH2:17][CH2:16]1)[CH2:19][CH:14]2[CH2:13][NH:12][C:10]([NH2:9])=[S:11], predict the reactants needed to synthesize it. The reactants are: C([NH:9][C:10]([NH:12][CH2:13][CH:14]1[CH2:19][CH:18]2[CH2:20][CH:15]1[CH2:16][CH2:17]2)=[S:11])(=O)C1C=CC=CC=1.[OH-].[K+].O. (2) Given the product [NH2:32][CH:29]1[CH2:28][CH2:27][N:26]([C:20]2[NH:21][C:22](=[O:24])[CH:23]=[C:18]([C:12]3[C:11]4[C:15](=[CH:16][CH:17]=[C:9]([C:3]5[C:4]([F:8])=[CH:5][CH:6]=[CH:7][C:2]=5[F:1])[CH:10]=4)[NH:14][CH:13]=3)[N:19]=2)[CH2:31][CH2:30]1, predict the reactants needed to synthesize it. The reactants are: [F:1][C:2]1[CH:7]=[CH:6][CH:5]=[C:4]([F:8])[C:3]=1[C:9]1[CH:10]=[C:11]2[C:15](=[CH:16][CH:17]=1)[NH:14][CH:13]=[C:12]2[C:18]1[CH:23]=[C:22]([O:24]C)[N:21]=[C:20]([N:26]2[CH2:31][CH2:30][CH:29]([NH:32]C(=O)OC(C)(C)C)[CH2:28][CH2:27]2)[N:19]=1.